From a dataset of NCI-60 drug combinations with 297,098 pairs across 59 cell lines. Regression. Given two drug SMILES strings and cell line genomic features, predict the synergy score measuring deviation from expected non-interaction effect. Drug 1: CS(=O)(=O)C1=CC(=C(C=C1)C(=O)NC2=CC(=C(C=C2)Cl)C3=CC=CC=N3)Cl. Drug 2: CC1OCC2C(O1)C(C(C(O2)OC3C4COC(=O)C4C(C5=CC6=C(C=C35)OCO6)C7=CC(=C(C(=C7)OC)O)OC)O)O. Cell line: RXF 393. Synergy scores: CSS=31.3, Synergy_ZIP=-5.19, Synergy_Bliss=-0.288, Synergy_Loewe=1.69, Synergy_HSA=3.06.